From a dataset of Full USPTO retrosynthesis dataset with 1.9M reactions from patents (1976-2016). Predict the reactants needed to synthesize the given product. Given the product [ClH:1].[Br:2][C:3]1[CH:4]=[C:5]2[C:9](=[CH:10][CH:11]=1)[NH:8][N:7]=[C:6]2[C:12]([NH:14][CH2:15][CH:16]1[CH2:17][CH2:18][NH:19][CH2:20][CH2:21]1)=[O:13], predict the reactants needed to synthesize it. The reactants are: [ClH:1].[Br:2][C:3]1[CH:4]=[C:5]2[C:9](=[CH:10][CH:11]=1)[NH:8][N:7]=[C:6]2[C:12]([NH:14][CH2:15][CH:16]1[CH2:21][CH2:20][N:19](C(OC(C)(C)C)=O)[CH2:18][CH2:17]1)=[O:13].